This data is from Full USPTO retrosynthesis dataset with 1.9M reactions from patents (1976-2016). The task is: Predict the reactants needed to synthesize the given product. (1) Given the product [CH3:13][O:12][C:9]1[CH:10]=[C:11]2[C:6](=[CH:7][C:8]=1[O:14][CH2:15][CH2:16][CH2:17][N:18]1[CH2:23][CH2:22][CH2:21][CH2:20][CH2:19]1)[N:5]=[CH:4][N:3]=[C:2]2[O:24][C:25]1[CH:26]=[C:27]2[C:31](=[CH:32][CH:33]=1)[NH:30][C:29]([CH3:34])=[CH:28]2, predict the reactants needed to synthesize it. The reactants are: Cl[C:2]1[C:11]2[C:6](=[CH:7][C:8]([O:14][CH2:15][CH2:16][CH2:17][N:18]3[CH2:23][CH2:22][CH2:21][CH2:20][CH2:19]3)=[C:9]([O:12][CH3:13])[CH:10]=2)[N:5]=[CH:4][N:3]=1.[OH:24][C:25]1[CH:26]=[C:27]2[C:31](=[CH:32][CH:33]=1)[NH:30][C:29]([CH3:34])=[CH:28]2.C(=O)([O-])[O-].[K+].[K+]. (2) Given the product [F:1][CH:2]([F:17])[O:3][C:4]1[CH:9]=[CH:8][C:7]([C:10]#[CH:11])=[CH:6][C:5]=1[CH3:16], predict the reactants needed to synthesize it. The reactants are: [F:1][CH:2]([F:17])[O:3][C:4]1[CH:9]=[CH:8][C:7]([C:10]#[C:11][Si](C)(C)C)=[CH:6][C:5]=1[CH3:16].C(=O)([O-])[O-].[K+].[K+]. (3) Given the product [CH3:1][O:2][C:3]([C:5]1([C:8]([C:9]([O:31][CH3:30])=[O:27])=[CH2:33])[CH2:7][CH2:6]1)=[O:4], predict the reactants needed to synthesize it. The reactants are: [CH3:1][O:2][C:3]([C:5]1([C:8](OS(C(F)(F)F)(=O)=O)=[CH2:9])[CH2:7][CH2:6]1)=[O:4].C(N(CC)CC)C.[C]=O.[OH2:27].CN(C)[CH:30]=[O:31].[CH3:33]O. (4) Given the product [CH2:1]([O:3][C:4](=[O:28])[CH2:5][CH2:6][N:7]1[C:8]2[CH:13]=[CH:12][C:11]([C:14]([N:16]3[CH2:22][C:21]4([CH3:24])[CH2:23][CH:17]3[CH2:18][C:19]([CH3:26])([CH3:25])[CH2:20]4)=[O:15])=[CH:10][C:9]=2[N:27]=[C:34]1[CH2:35][CH3:36])[CH3:2], predict the reactants needed to synthesize it. The reactants are: [CH2:1]([O:3][C:4](=[O:28])[CH2:5][CH2:6][NH:7][C:8]1[CH:13]=[CH:12][C:11]([C:14]([N:16]2[CH2:22][C:21]3([CH3:24])[CH2:23][CH:17]2[CH2:18][C:19]([CH3:26])([CH3:25])[CH2:20]3)=[O:15])=[CH:10][C:9]=1[NH2:27])[CH3:2].C(=O)C.CN1C(=O)[CH2:36][CH2:35][CH2:34]1.